From a dataset of Reaction yield outcomes from USPTO patents with 853,638 reactions. Predict the reaction yield, written as a fraction of the theoretical maximum amount of product (1.0 means a 100% yield; for example, 0.34 means a 34% yield). (1) The reactants are [F:1][C:2]1[CH:7]=[CH:6][C:5]([CH:8]([C:12]2[CH:17]=[CH:16][C:15]([F:18])=[CH:14][CH:13]=2)[CH2:9][C:10]#[N:11])=[CH:4][CH:3]=1.[H-].[H-].[H-].[H-].[Li+].[Al+3].C(=O)(O)[O-].[Na+].S([O-])([O-])(=O)=O.[Mg+2]. The catalyst is O1CCCC1. The product is [F:1][C:2]1[CH:7]=[CH:6][C:5]([CH:8]([C:12]2[CH:13]=[CH:14][C:15]([F:18])=[CH:16][CH:17]=2)[CH2:9][CH2:10][NH2:11])=[CH:4][CH:3]=1. The yield is 0.769. (2) The reactants are C([N:4]1[C:12]2[C:7](=[CH:8][CH:9]=[C:10]([NH:13][C:14]([C:16]3[C:25](=[O:26])[C:24]4[C:19](=[CH:20][CH:21]=[CH:22][CH:23]=4)[NH:18][CH:17]=3)=[O:15])[CH:11]=2)[CH2:6][CH2:5]1)(=O)C.[OH-].[Na+]. The catalyst is C(O)C. The product is [NH:4]1[C:12]2[C:7](=[CH:8][CH:9]=[C:10]([NH:13][C:14]([C:16]3[C:25](=[O:26])[C:24]4[C:19](=[CH:20][CH:21]=[CH:22][CH:23]=4)[NH:18][CH:17]=3)=[O:15])[CH:11]=2)[CH2:6][CH2:5]1. The yield is 0.200. (3) The reactants are [CH3:1][O:2][C:3]1[CH:4]=[C:5]([NH:9][C:10](=[O:12])[CH3:11])[CH:6]=[CH:7][CH:8]=1.[C:13](Cl)(=[O:15])[CH3:14].[Cl-].[Al+3].[Cl-].[Cl-]. The catalyst is C(Cl)Cl. The product is [C:13]([C:8]1[CH:7]=[CH:6][C:5]([NH:9][C:10](=[O:12])[CH3:11])=[CH:4][C:3]=1[O:2][CH3:1])(=[O:15])[CH3:14]. The yield is 0.740.